From a dataset of Peptide-MHC class I binding affinity with 185,985 pairs from IEDB/IMGT. Regression. Given a peptide amino acid sequence and an MHC pseudo amino acid sequence, predict their binding affinity value. This is MHC class I binding data. The peptide sequence is KINLTAPGG. The MHC is Mamu-A2601 with pseudo-sequence Mamu-A2601. The binding affinity (normalized) is 0.